Dataset: Forward reaction prediction with 1.9M reactions from USPTO patents (1976-2016). Task: Predict the product of the given reaction. (1) Given the reactants [CH2:1]([O:3][C:4]([C:6]1([C:9]2[CH:14]=[CH:13][C:12]([C:15]3[CH:20]=[CH:19][C:18]([C:21]4[O:25][N:24]=[C:23]([CH3:26])[C:22]=4[CH2:27][CH:28]([OH:38])[CH2:29][NH:30][CH2:31][C:32]4[CH:37]=[CH:36][CH:35]=[CH:34][CH:33]=4)=[CH:17][CH:16]=3)=[CH:11][CH:10]=2)[CH2:8][CH2:7]1)=[O:5])[CH3:2].[C:39](Cl)(=[O:41])[CH3:40], predict the reaction product. The product is: [CH2:1]([O:3][C:4]([C:6]1([C:9]2[CH:10]=[CH:11][C:12]([C:15]3[CH:20]=[CH:19][C:18]([C:21]4[O:25][N:24]=[C:23]([CH3:26])[C:22]=4[CH2:27][CH:28]([OH:38])[CH2:29][N:30]([C:39](=[O:41])[CH3:40])[CH2:31][C:32]4[CH:37]=[CH:36][CH:35]=[CH:34][CH:33]=4)=[CH:17][CH:16]=3)=[CH:13][CH:14]=2)[CH2:7][CH2:8]1)=[O:5])[CH3:2]. (2) The product is: [C:15]1([CH2:14][C@H:13]([NH2:21])[CH2:12][NH:11][C:10]2[C:5]3[S:4][CH:3]=[C:2]([N:29]4[CH:33]=[CH:32][CH:31]=[N:30]4)[C:6]=3[N:7]=[C:8]([C:22]3[CH:23]=[CH:24][N:25]=[CH:26][CH:27]=3)[N:9]=2)[CH:16]=[CH:17][CH:18]=[CH:19][CH:20]=1. Given the reactants Br[C:2]1[C:6]2[N:7]=[C:8]([C:22]3[CH:27]=[CH:26][N:25]=[CH:24][CH:23]=3)[N:9]=[C:10]([NH:11][CH2:12][C@@H:13]([NH2:21])[CH2:14][C:15]3[CH:20]=[CH:19][CH:18]=[CH:17][CH:16]=3)[C:5]=2[S:4][C:3]=1C.[NH:29]1[CH:33]=[CH:32][CH:31]=[N:30]1.C(=O)([O-])[O-].[Cs+].[Cs+], predict the reaction product. (3) The product is: [Cl:1][C:2]1[CH:7]=[CH:6][CH:5]=[CH:4][C:3]=1[C:8]1[CH:13]=[CH:12][N:11]=[CH:10][C:9]=1[N:14]([CH2:31][CH2:32][OH:33])[C:15](=[O:30])[C:16]1[CH:17]=[C:18]([C:26]([F:28])([F:29])[F:27])[CH:19]=[C:20]([C:22]([F:23])([F:24])[F:25])[CH:21]=1. Given the reactants [Cl:1][C:2]1[CH:7]=[CH:6][CH:5]=[CH:4][C:3]=1[C:8]1[CH:13]=[CH:12][N:11]=[CH:10][C:9]=1[N:14]([CH2:31][C:32](OC)=[O:33])[C:15](=[O:30])[C:16]1[CH:21]=[C:20]([C:22]([F:25])([F:24])[F:23])[CH:19]=[C:18]([C:26]([F:29])([F:28])[F:27])[CH:17]=1.[BH4-].[Na+].[NH4+].[Cl-].CCOC(C)=O, predict the reaction product. (4) Given the reactants [CH3:1][N:2]1[CH:6]=[C:5]([C:7](O)=[O:8])[C:4]([CH3:10])=[N:3]1.O1CCCC1.S(Cl)(Cl)=O.[NH2:20][C:21]1[CH:22]=[C:23]([CH:40]=[CH:41][C:42]=1[CH3:43])[O:24][C:25]1[CH:26]=[CH:27][C:28]2[N:29]([N:31]=[C:32]([NH:34][C:35]([CH:37]3[CH2:39][CH2:38]3)=[O:36])[N:33]=2)[CH:30]=1, predict the reaction product. The product is: [CH:37]1([C:35]([NH:34][C:32]2[N:33]=[C:28]3[CH:27]=[CH:26][C:25]([O:24][C:23]4[CH:40]=[CH:41][C:42]([CH3:43])=[C:21]([NH:20][C:7]([C:5]5[C:4]([CH3:10])=[N:3][N:2]([CH3:1])[CH:6]=5)=[O:8])[CH:22]=4)=[CH:30][N:29]3[N:31]=2)=[O:36])[CH2:38][CH2:39]1. (5) Given the reactants [CH3:1][C:2]1[NH:6][C:5]([NH2:7])=[N:4][CH:3]=1.C(N(C(C)C)CC)(C)C.[O:17]=[C:18]1[CH2:29][CH2:28][CH:27]=[CH:26][CH2:25][C@@H:24]([CH2:30][C:31](O)=[O:32])[C:23](=[O:34])[O:22][CH2:21][C@@H:20]([C:35]2[CH:40]=[CH:39][CH:38]=[CH:37][CH:36]=2)[NH:19]1.ON1C2N=CC=CC=2N=N1.C(N=C=NCCCN(C)C)C, predict the reaction product. The product is: [O:17]=[C:18]1[CH2:29][CH2:28][CH:27]=[CH:26][CH2:25][C@@H:24]([CH2:30][C:31]([NH:7][C:5]2[NH:6][C:2]([CH3:1])=[CH:3][N:4]=2)=[O:32])[C:23](=[O:34])[O:22][CH2:21][C@@H:20]([C:35]2[CH:36]=[CH:37][CH:38]=[CH:39][CH:40]=2)[NH:19]1. (6) Given the reactants [CH2:1]([NH:8][CH2:9]CC1C2C(=CC=C(F)C=2OC)N(C)C=1)C1C=CC=CC=1.[F:24][C:25]1[C:26]([O:38][CH2:39][CH2:40][C:41]2[CH:46]=[CH:45][CH:44]=[CH:43][CH:42]=2)=[C:27]2[C:31](=[CH:32][CH:33]=1)[N:30]([CH3:34])[CH:29]=[C:28]2[CH2:35][CH2:36]O, predict the reaction product. The product is: [F:24][C:25]1[C:26]([O:38][CH2:39][CH2:40][C:41]2[CH:46]=[CH:45][CH:44]=[CH:43][CH:42]=2)=[C:27]2[C:31](=[CH:32][CH:33]=1)[N:30]([CH3:34])[CH:29]=[C:28]2[CH2:35][CH2:36][N:8]([CH3:9])[CH3:1]. (7) Given the reactants [SH:1][C:2]1[CH:10]=[CH:9][C:5]([C:6]([OH:8])=[O:7])=[CH:4][CH:3]=1.Br[CH2:12][CH2:13][Cl:14].C(=O)([O-])[O-].[K+].[K+], predict the reaction product. The product is: [Cl:14][CH2:13][CH2:12][S:1][C:2]1[CH:10]=[CH:9][C:5]([C:6]([OH:8])=[O:7])=[CH:4][CH:3]=1. (8) Given the reactants Cl.[C:2]([NH2:8])(=N)[CH2:3][C:4]([NH2:6])=[NH:5].N12CCCN=C1CCCCC2.[O:20]1CCCC1.[F:25][C:26]([F:33])([F:32])[C:27](OCC)=O, predict the reaction product. The product is: [NH2:6][C:4]1[N:5]=[C:27]([C:26]([F:33])([F:32])[F:25])[N:8]=[C:2]([OH:20])[CH:3]=1.